Task: Predict the reaction yield, written as a fraction of the theoretical maximum amount of product (1.0 means a 100% yield; for example, 0.34 means a 34% yield).. Dataset: Reaction yield outcomes from USPTO patents with 853,638 reactions (1) The reactants are [Cl:1][C:2]1[CH:7]=[C:6]([Cl:8])[CH:5]=[CH:4][C:3]=1[C:9](=O)[CH3:10].[NH2:12][C:13]([NH2:15])=[S:14]. No catalyst specified. The product is [NH2:15][C:13]1[S:14][CH:10]=[C:9]([C:3]2[CH:4]=[CH:5][C:6]([Cl:8])=[CH:7][C:2]=2[Cl:1])[N:12]=1. The yield is 0.971. (2) The reactants are [CH2:1]([O:8][C:9]1[CH:18]=[C:17]2[C:12]([C:13](=[O:19])[CH:14]=[CH:15][NH:16]2)=[CH:11][C:10]=1[O:20][CH3:21])[C:2]1[CH:7]=[CH:6][CH:5]=[CH:4][CH:3]=1.C(=O)([O-])[O-].[Cs+].[Cs+].F[C:29]1[CH:34]=[CH:33][C:32]([N+:35]([O-:37])=[O:36])=[CH:31][C:30]=1[F:38]. The catalyst is CN(C=O)C.CC#N. The product is [CH2:1]([O:8][C:9]1[CH:18]=[C:17]2[C:12]([C:13]([O:19][C:29]3[CH:34]=[CH:33][C:32]([N+:35]([O-:37])=[O:36])=[CH:31][C:30]=3[F:38])=[CH:14][CH:15]=[N:16]2)=[CH:11][C:10]=1[O:20][CH3:21])[C:2]1[CH:7]=[CH:6][CH:5]=[CH:4][CH:3]=1. The yield is 0.410. (3) The reactants are [Si:1]([O:8][CH2:9][C@H:10]1[O:14][C@@H:13]([N:15]2[C:45]3[N:44]=[CH:43][N:42]=[C:19]([NH:20][C:21]([C:36]4[CH:41]=[CH:40][CH:39]=[CH:38][CH:37]=4)([C:30]4[CH:35]=[CH:34][CH:33]=[CH:32][CH:31]=4)[C:22]4[CH:27]=[CH:26][C:25]([O:28][CH3:29])=[CH:24][CH:23]=4)[C:18]=3[N:17]=[CH:16]2)[C@H:12]([O:46]C(=O)CCC(C)=O)[C@@H:11]1[O:54][CH2:55][O:56][C:57](=[O:62])[C:58]([CH3:61])([CH3:60])[CH3:59])([C:4]([CH3:7])([CH3:6])[CH3:5])([CH3:3])[CH3:2].O.NN. The catalyst is N1C=CC=CC=1.C(O)(=O)C. The product is [Si:1]([O:8][CH2:9][C@H:10]1[O:14][C@@H:13]([N:15]2[C:45]3[N:44]=[CH:43][N:42]=[C:19]([NH:20][C:21]([C:30]4[CH:31]=[CH:32][CH:33]=[CH:34][CH:35]=4)([C:36]4[CH:41]=[CH:40][CH:39]=[CH:38][CH:37]=4)[C:22]4[CH:23]=[CH:24][C:25]([O:28][CH3:29])=[CH:26][CH:27]=4)[C:18]=3[N:17]=[CH:16]2)[C@H:12]([OH:46])[C@@H:11]1[O:54][CH2:55][O:56][C:57](=[O:62])[C:58]([CH3:61])([CH3:60])[CH3:59])([C:4]([CH3:6])([CH3:7])[CH3:5])([CH3:3])[CH3:2]. The yield is 0.920. (4) The reactants are BrCCO[Si](C(C)(C)C)(C)C.Cl[CH2:13][C:14]1[CH:21]=[CH:20][C:17]([C:18]#[N:19])=[CH:16][CH:15]=1.[CH3:22][C:23]1[CH:27]=[C:26]([N:28]2[CH2:32][CH2:31][NH:30][C:29]2=[O:33])[S:25][C:24]=1[C:34]([O:36][CH2:37][CH3:38])=[O:35]. No catalyst specified. The product is [C:18]([C:17]1[CH:20]=[CH:21][C:14]([CH2:13][N:30]2[CH2:31][CH2:32][N:28]([C:26]3[S:25][C:24]([C:34]([O:36][CH2:37][CH3:38])=[O:35])=[C:23]([CH3:22])[CH:27]=3)[C:29]2=[O:33])=[CH:15][CH:16]=1)#[N:19]. The yield is 0.860. (5) The reactants are [O:1]=[C:2]1[NH:7][C:6]2[N:8]=[CH:9][CH:10]=[C:11]([O:12][C:13]3[CH:14]=[CH:15][C:16]4[O:20][C@@H:19]5[C@@H:21]([C:22]([OH:24])=O)[C@@H:18]5[C:17]=4[CH:25]=3)[C:5]=2[CH2:4][O:3]1.CCN(CC)CC.C1C=CC(P([N:47]=[N+:48]=[N-:49])(C2C=CC=CC=2)=O)=CC=1.O. The catalyst is CN(C=O)C. The product is [O:1]=[C:2]1[NH:7][C:6]2[N:8]=[CH:9][CH:10]=[C:11]([O:12][C:13]3[CH:14]=[CH:15][C:16]4[O:20][C@@H:19]5[C@@H:21]([C:22]([N:47]=[N+:48]=[N-:49])=[O:24])[C@@H:18]5[C:17]=4[CH:25]=3)[C:5]=2[CH2:4][O:3]1. The yield is 1.00. (6) The reactants are [CH:1]1[C:10]2[C:5](=[CH:6][CH:7]=[CH:8][CH:9]=2)[CH:4]=[C:3]([C:11]([OH:13])=O)[N:2]=1.S(Cl)(Cl)=O.Cl.[NH2:19][CH2:20][C:21]1[CH:29]=[CH:28][CH:27]=[C:26]2[C:22]=1[C:23](=[O:39])[N:24]([CH:31]1[CH2:36][CH2:35][C:34](=[O:37])[NH:33][C:32]1=[O:38])[C:25]2=[O:30].C(N(CC)CC)C. The catalyst is C1COCC1. The product is [O:38]=[C:32]1[CH:31]([N:24]2[C:23](=[O:39])[C:22]3[C:26](=[CH:27][CH:28]=[CH:29][C:21]=3[CH2:20][NH:19][C:11]([C:3]3[N:2]=[CH:1][C:10]4[C:5]([CH:4]=3)=[CH:6][CH:7]=[CH:8][CH:9]=4)=[O:13])[C:25]2=[O:30])[CH2:36][CH2:35][C:34](=[O:37])[NH:33]1. The yield is 0.760. (7) The reactants are [C:1]([NH:18][C@H:19]([C:23]([OH:25])=[O:24])[CH2:20][CH2:21][CH3:22])([O:3][CH2:4][CH:5]1[C:17]2[C:12](=[CH:13][CH:14]=[CH:15][CH:16]=2)[C:11]2[C:6]1=[CH:7][CH:8]=[CH:9][CH:10]=2)=[O:2].S(Cl)(Cl)=O.[CH3:30]O. The catalyst is C(OC(=O)C)C. The product is [NH:18]([C:1]([O:3][CH2:4][CH:5]1[C:6]2[C:11](=[CH:10][CH:9]=[CH:8][CH:7]=2)[C:12]2[C:17]1=[CH:16][CH:15]=[CH:14][CH:13]=2)=[O:2])[C@H:19]([C:23]([O:25][CH3:30])=[O:24])[CH2:20][CH2:21][CH3:22]. The yield is 1.00.